Dataset: Reaction yield outcomes from USPTO patents with 853,638 reactions. Task: Predict the reaction yield, written as a fraction of the theoretical maximum amount of product (1.0 means a 100% yield; for example, 0.34 means a 34% yield). (1) The reactants are [CH3:1][C:2]1([CH3:31])[CH2:7][CH2:6][C:5]([C:8]2[CH:13]=[C:12]([C:14]3([OH:20])[CH2:19][CH2:18][O:17][CH2:16][CH2:15]3)[CH:11]=[CH:10][C:9]=2[NH:21][C:22]([C:24]2[NH:25][C:26]([C:29]#[N:30])=[CH:27][N:28]=2)=[O:23])=[CH:4][CH2:3]1.[CH3:32][N:33]([CH3:37])[CH2:34][CH2:35]O.[C:38]([OH:44])([C:40]([F:43])([F:42])[F:41])=[O:39]. The product is [F:41][C:40]([F:43])([F:42])[C:38]([OH:44])=[O:39].[CH3:32][N:33]([CH3:37])[CH2:34][CH2:35][O:20][C:14]1([C:12]2[CH:11]=[CH:10][C:9]([NH:21][C:22]([C:24]3[NH:25][C:26]([C:29]#[N:30])=[CH:27][N:28]=3)=[O:23])=[C:8]([C:5]3[CH2:6][CH2:7][C:2]([CH3:31])([CH3:1])[CH2:3][CH:4]=3)[CH:13]=2)[CH2:19][CH2:18][O:17][CH2:16][CH2:15]1. The yield is 0.200. The catalyst is C(Cl)Cl. (2) The reactants are [CH2:1]([OH:7])[CH2:2][CH2:3][CH2:4][CH2:5][OH:6].[H-].[Na+].[C:10](#[N:13])[CH:11]=[CH2:12]. The catalyst is C1COCC1. The product is [OH:6][CH2:5][CH2:4][CH2:3][CH2:2][CH2:1][O:7][CH2:12][CH2:11][C:10]#[N:13]. The yield is 0.180. (3) The reactants are [F:1][C:2]1[CH:10]=[CH:9][CH:8]=[CH:7][C:3]=1[C:4](Cl)=[O:5].Cl.[NH:12]1[CH2:17][CH2:16][C:15](=[O:18])[CH2:14][CH2:13]1.CCN(C(C)C)C(C)C. The catalyst is C(Cl)Cl. The product is [F:1][C:2]1[CH:10]=[CH:9][CH:8]=[CH:7][C:3]=1[C:4]([N:12]1[CH2:17][CH2:16][C:15](=[O:18])[CH2:14][CH2:13]1)=[O:5]. The yield is 0.410. (4) The reactants are [Br:1][C:2]1[C:3]([OH:11])=[C:4]([C:7]([O:9][CH3:10])=[O:8])[S:5][CH:6]=1.Br[CH:13]([CH3:21])[C:14]([O:16][C:17]([CH3:20])([CH3:19])[CH3:18])=[O:15].C(=O)([O-])[O-].[K+].[K+].CN(C=O)C. The catalyst is O. The product is [Br:1][C:2]1[C:3]([O:11][CH:13]([CH3:21])[C:14]([O:16][C:17]([CH3:20])([CH3:19])[CH3:18])=[O:15])=[C:4]([C:7]([O:9][CH3:10])=[O:8])[S:5][CH:6]=1. The yield is 0.990. (5) The reactants are [N+:1]([C:4]1[CH:5]=[C:6]([CH:9]=[CH:10][CH:11]=1)[CH:7]=[O:8])([O-:3])=[O:2].[CH2:12](O)[CH2:13][OH:14].C1(C)C=CC(S(O)(=O)=O)=CC=1. The catalyst is C1(C)C=CC=CC=1. The product is [N+:1]([C:4]1[CH:5]=[C:6]([CH:7]2[O:14][CH2:13][CH2:12][O:8]2)[CH:9]=[CH:10][CH:11]=1)([O-:3])=[O:2]. The yield is 0.950.